This data is from Reaction yield outcomes from USPTO patents with 853,638 reactions. The task is: Predict the reaction yield, written as a fraction of the theoretical maximum amount of product (1.0 means a 100% yield; for example, 0.34 means a 34% yield). (1) The reactants are C(OC(=O)[NH:7][CH2:8][CH2:9][CH2:10][C:11]1([C:29]2[CH:34]=[CH:33][CH:32]=[CH:31][CH:30]=2)[N:15]([C:16](=[O:20])[CH:17]([CH3:19])[CH3:18])[N:14]=[C:13]([C:21]2[CH:26]=[C:25]([F:27])[CH:24]=[CH:23][C:22]=2[F:28])[O:12]1)(C)(C)C.C(O)(C(F)(F)F)=O. The catalyst is C(Cl)Cl. The product is [NH2:7][CH2:8][CH2:9][CH2:10][C:11]1([C:29]2[CH:34]=[CH:33][CH:32]=[CH:31][CH:30]=2)[N:15]([C:16](=[O:20])[CH:17]([CH3:19])[CH3:18])[N:14]=[C:13]([C:21]2[CH:26]=[C:25]([F:27])[CH:24]=[CH:23][C:22]=2[F:28])[O:12]1. The yield is 0.530. (2) The reactants are [ClH:1].[O:2]=[C:3]1[CH2:12][CH2:11][C:10]2[C:5](=[CH:6][CH:7]=[C:8]([CH2:13][NH:14]C(=O)OC(C)(C)C)[CH:9]=2)[NH:4]1. The catalyst is O1CCOCC1.C(Cl)Cl. The product is [ClH:1].[NH2:14][CH2:13][C:8]1[CH:9]=[C:10]2[C:5](=[CH:6][CH:7]=1)[NH:4][C:3](=[O:2])[CH2:12][CH2:11]2. The yield is 0.950. (3) The catalyst is O1CCCC1. The reactants are [S:1]1[CH2:6][CH2:5][CH:4]([C:7]#[N:8])[CH2:3][CH2:2]1.[CH3:9][Si]([N-][Si](C)(C)C)(C)C.[Li+].IC. The yield is 0.530. The product is [CH3:9][C:4]1([C:7]#[N:8])[CH2:5][CH2:6][S:1][CH2:2][CH2:3]1. (4) The reactants are [O-]CC.[Na+].O=[C:6]1[CH2:11][CH2:10][N:9]([C:12]([O:14][C:15]([CH3:18])([CH3:17])[CH3:16])=[O:13])[CH2:8][CH:7]1[C:19]([O:21]C)=O.[O:23]1[C:27]([C:28]2[CH:33]=[CH:32][C:31]([NH:34][C:35]([NH2:37])=[NH:36])=[CH:30][CH:29]=2)=[CH:26][N:25]=[CH:24]1. The catalyst is C(O)C. The product is [OH:21][C:19]1[C:7]2[CH2:8][N:9]([C:12]([O:14][C:15]([CH3:16])([CH3:17])[CH3:18])=[O:13])[CH2:10][CH2:11][C:6]=2[N:37]=[C:35]([NH:34][C:31]2[CH:32]=[CH:33][C:28]([C:27]3[O:23][CH:24]=[N:25][CH:26]=3)=[CH:29][CH:30]=2)[N:36]=1. The yield is 0.750. (5) The reactants are [Cl:1][C:2]1[CH:3]=[C:4]([C:9]2[CH:17]=[C:16]3[C:12]([CH2:13][C:14](=[O:18])[NH:15]3)=[CH:11][CH:10]=2)[CH:5]=[C:6]([Cl:8])[CH:7]=1.[CH2:19]([N:21]([CH2:36][CH3:37])[CH2:22][CH2:23][NH:24][C:25]([C:27]1[C:31]([CH3:32])=[C:30]([CH:33]=O)[NH:29][C:28]=1[CH3:35])=[O:26])[CH3:20]. No catalyst specified. The product is [CH2:36]([N:21]([CH2:19][CH3:20])[CH2:22][CH2:23][NH:24][C:25]([C:27]1[C:31]([CH3:32])=[C:30]([CH:33]=[C:13]2[C:12]3[C:16](=[CH:17][C:9]([C:4]4[CH:3]=[C:2]([Cl:1])[CH:7]=[C:6]([Cl:8])[CH:5]=4)=[CH:10][CH:11]=3)[NH:15][C:14]2=[O:18])[NH:29][C:28]=1[CH3:35])=[O:26])[CH3:37]. The yield is 0.440.